Dataset: NCI-60 drug combinations with 297,098 pairs across 59 cell lines. Task: Regression. Given two drug SMILES strings and cell line genomic features, predict the synergy score measuring deviation from expected non-interaction effect. (1) Synergy scores: CSS=8.11, Synergy_ZIP=-2.28, Synergy_Bliss=2.36, Synergy_Loewe=0.583, Synergy_HSA=0.700. Cell line: NCI/ADR-RES. Drug 1: CS(=O)(=O)C1=CC(=C(C=C1)C(=O)NC2=CC(=C(C=C2)Cl)C3=CC=CC=N3)Cl. Drug 2: CCC(=C(C1=CC=CC=C1)C2=CC=C(C=C2)OCCN(C)C)C3=CC=CC=C3.C(C(=O)O)C(CC(=O)O)(C(=O)O)O. (2) Drug 1: C1=CC(=C2C(=C1NCCNCCO)C(=O)C3=C(C=CC(=C3C2=O)O)O)NCCNCCO. Drug 2: CN(C)N=NC1=C(NC=N1)C(=O)N. Cell line: IGROV1. Synergy scores: CSS=43.0, Synergy_ZIP=-0.847, Synergy_Bliss=-0.991, Synergy_Loewe=-24.9, Synergy_HSA=3.58. (3) Drug 1: C1CN1C2=NC(=NC(=N2)N3CC3)N4CC4. Drug 2: CC(C)CN1C=NC2=C1C3=CC=CC=C3N=C2N. Cell line: SF-539. Synergy scores: CSS=55.6, Synergy_ZIP=-3.74, Synergy_Bliss=-6.06, Synergy_Loewe=-6.60, Synergy_HSA=-5.59. (4) Drug 1: CNC(=O)C1=CC=CC=C1SC2=CC3=C(C=C2)C(=NN3)C=CC4=CC=CC=N4. Drug 2: C(CC(=O)O)C(=O)CN.Cl. Cell line: HOP-62. Synergy scores: CSS=-1.88, Synergy_ZIP=-3.52, Synergy_Bliss=-11.0, Synergy_Loewe=-12.5, Synergy_HSA=-13.4. (5) Drug 1: CC1C(C(CC(O1)OC2CC(CC3=C2C(=C4C(=C3O)C(=O)C5=C(C4=O)C(=CC=C5)OC)O)(C(=O)C)O)N)O.Cl. Drug 2: C1CNP(=O)(OC1)N(CCCl)CCCl. Cell line: LOX IMVI. Synergy scores: CSS=17.1, Synergy_ZIP=3.82, Synergy_Bliss=5.68, Synergy_Loewe=-25.3, Synergy_HSA=4.63. (6) Drug 1: CC1=CC2C(CCC3(C2CCC3(C(=O)C)OC(=O)C)C)C4(C1=CC(=O)CC4)C. Drug 2: CN(C(=O)NC(C=O)C(C(C(CO)O)O)O)N=O. Cell line: K-562. Synergy scores: CSS=14.3, Synergy_ZIP=-3.92, Synergy_Bliss=-3.04, Synergy_Loewe=-6.08, Synergy_HSA=-3.67. (7) Drug 1: CN(C)C1=NC(=NC(=N1)N(C)C)N(C)C. Drug 2: C1=CC(=CC=C1CC(C(=O)O)N)N(CCCl)CCCl.Cl. Cell line: OVCAR-5. Synergy scores: CSS=11.1, Synergy_ZIP=5.69, Synergy_Bliss=12.7, Synergy_Loewe=4.24, Synergy_HSA=7.37. (8) Cell line: MOLT-4. Synergy scores: CSS=-10.4, Synergy_ZIP=7.33, Synergy_Bliss=3.09, Synergy_Loewe=-11.7, Synergy_HSA=-7.22. Drug 2: CN(C(=O)NC(C=O)C(C(C(CO)O)O)O)N=O. Drug 1: C1CCN(CC1)CCOC2=CC=C(C=C2)C(=O)C3=C(SC4=C3C=CC(=C4)O)C5=CC=C(C=C5)O.